From a dataset of Catalyst prediction with 721,799 reactions and 888 catalyst types from USPTO. Predict which catalyst facilitates the given reaction. (1) Reactant: CN(C(ON1N=NC2C=CC=NC1=2)=[N+](C)C)C.F[P-](F)(F)(F)(F)F.[F:25][C:26]1[CH:34]=[CH:33][C:32]([C:35]2[CH:36]=[C:37]3[C:49]([C:50](=[O:53])[NH:51][CH3:52])=[C:48]([C:54]4[CH:59]=[CH:58][C:57]([F:60])=[CH:56][CH:55]=4)[O:47][C:38]3=[N:39][C:40]=2[NH:41][CH2:42][C:43]([F:46])([F:45])[F:44])=[CH:31][C:27]=1[C:28]([OH:30])=O.C(N(C(C)C)C(C)C)C.Cl.[O:71]1[CH:75]=[N:74][C:73]([C:76]([NH2:79])([CH3:78])[CH3:77])=[N:72]1. Product: [O:71]1[CH:75]=[N:74][C:73]([C:76]([NH:79][C:28]([C:27]2[CH:31]=[C:32]([C:35]3[CH:36]=[C:37]4[C:49]([C:50]([NH:51][CH3:52])=[O:53])=[C:48]([C:54]5[CH:55]=[CH:56][C:57]([F:60])=[CH:58][CH:59]=5)[O:47][C:38]4=[N:39][C:40]=3[NH:41][CH2:42][C:43]([F:46])([F:45])[F:44])[CH:33]=[CH:34][C:26]=2[F:25])=[O:30])([CH3:78])[CH3:77])=[N:72]1. The catalyst class is: 3. (2) Reactant: [NH2:1][C@H:2]1[CH2:7][CH2:6][CH2:5][C@@H:4]([NH:8][C:9](=[O:15])[O:10][C:11]([CH3:14])([CH3:13])[CH3:12])[CH2:3]1.[Cl:16][C:17]1[C:22]([C:23]#[N:24])=[CH:21][C:20]([F:25])=[C:19](Cl)[N:18]=1.C(N(CC)C(C)C)(C)C. Product: [Cl:16][C:17]1[N:18]=[C:19]([NH:1][C@H:2]2[CH2:7][CH2:6][CH2:5][C@@H:4]([NH:8][C:9](=[O:15])[O:10][C:11]([CH3:12])([CH3:14])[CH3:13])[CH2:3]2)[C:20]([F:25])=[CH:21][C:22]=1[C:23]#[N:24]. The catalyst class is: 23. (3) Reactant: P(Cl)(Cl)(Cl)=O.[Cl:6][C:7]1[CH:8]=[CH:9][CH:10]=[C:11]2[C:15]=1[N:14]([CH2:16][CH:17]1[CH2:22][CH2:21][O:20][CH2:19][CH2:18]1)[CH:13]=[C:12]2[C:23]([NH2:25])=O. Product: [Cl:6][C:7]1[CH:8]=[CH:9][CH:10]=[C:11]2[C:15]=1[N:14]([CH2:16][CH:17]1[CH2:22][CH2:21][O:20][CH2:19][CH2:18]1)[CH:13]=[C:12]2[C:23]#[N:25]. The catalyst class is: 9. (4) Reactant: [NH2:1][C:2]1[CH:7]=[CH:6][C:5]([C:8]([CH:10]2[CH2:15][CH2:14][N:13]([CH2:16][C:17]3[CH:22]=[CH:21][C:20]([C:23]([OH:32])([C:28]([F:31])([F:30])[F:29])[C:24]([F:27])([F:26])[F:25])=[CH:19][CH:18]=3)[CH2:12][CH2:11]2)=[O:9])=[CH:4][CH:3]=1.Cl[C:34](OC1C=CC([N+]([O-])=O)=CC=1)=[O:35].[O:46]1[CH2:49][CH:48]([NH2:50])[CH2:47]1.C(N(CC)CC)C. Product: [F:30][C:28]([F:31])([F:29])[C:23]([C:20]1[CH:21]=[CH:22][C:17]([CH2:16][N:13]2[CH2:14][CH2:15][CH:10]([C:8]([C:5]3[CH:6]=[CH:7][C:2]([NH:1][C:34]([NH:50][CH:48]4[CH2:49][O:46][CH2:47]4)=[O:35])=[CH:3][CH:4]=3)=[O:9])[CH2:11][CH2:12]2)=[CH:18][CH:19]=1)([OH:32])[C:24]([F:25])([F:26])[F:27]. The catalyst class is: 7. (5) Reactant: [CH:1]1([S:4]([C:7]2[CH:12]=[CH:11][C:10]([CH:13]([CH2:32][CH:33]3[CH2:38][CH2:37][O:36][CH2:35][CH2:34]3)[C:14](=O)[CH2:15][CH2:16][C:17]([C:19]3[S:20][C:21]([CH:24]4[CH2:28][O:27][C:26]([CH3:30])([CH3:29])[O:25]4)=[CH:22][N:23]=3)=O)=[CH:9][CH:8]=2)(=[O:6])=[O:5])[CH2:3][CH2:2]1.C([O-])(=O)C.[NH4+:43]. Product: [CH:1]1([S:4]([C:7]2[CH:8]=[CH:9][C:10]([CH:13]([C:14]3[NH:43][C:17]([C:19]4[S:20][C:21]([CH:24]5[CH2:28][O:27][C:26]([CH3:29])([CH3:30])[O:25]5)=[CH:22][N:23]=4)=[CH:16][CH:15]=3)[CH2:32][CH:33]3[CH2:34][CH2:35][O:36][CH2:37][CH2:38]3)=[CH:11][CH:12]=2)(=[O:6])=[O:5])[CH2:2][CH2:3]1. The catalyst class is: 342. (6) Product: [CH3:1][O:2][C:3](=[O:20])[C@@H:4]([NH:12][C:13]([O:15][C:16]([CH3:19])([CH3:18])[CH3:17])=[O:14])[CH2:5][C:6]1[S:7][C:8]([C:26]2[CH:27]=[CH:28][C:23]([C:21]#[N:22])=[CH:24][CH:25]=2)=[CH:9][CH:10]=1. The catalyst class is: 109. Reactant: [CH3:1][O:2][C:3](=[O:20])[C@@H:4]([NH:12][C:13]([O:15][C:16]([CH3:19])([CH3:18])[CH3:17])=[O:14])[CH2:5][C:6]1[S:7][C:8](Br)=[CH:9][CH:10]=1.[C:21]([C:23]1[CH:28]=[CH:27][C:26](B(O)O)=[CH:25][CH:24]=1)#[N:22].C([O-])([O-])=O.[Na+].[Na+]. (7) Reactant: [NH2:1][C:2]1[C:7]([C:8]([C:10]2[C:15]([O:16][CH3:17])=[CH:14][CH:13]=[C:12]([F:18])[C:11]=2[F:19])=[O:9])=[CH:6][N:5]=[C:4]([NH:20][C@H:21]2[CH2:26][CH2:25][C@H:24]([NH2:27])[CH2:23][CH2:22]2)[N:3]=1.C(N(CC)CC)C.[C:35]1(=[O:41])[O:40][C:38](=[O:39])[CH2:37][CH2:36]1. Product: [NH2:1][C:2]1[C:7]([C:8](=[O:9])[C:10]2[C:15]([O:16][CH3:17])=[CH:14][CH:13]=[C:12]([F:18])[C:11]=2[F:19])=[CH:6][N:5]=[C:4]([NH:20][C@H:21]2[CH2:26][CH2:25][C@H:24]([NH:27][C:35](=[O:41])[CH2:36][CH2:37][C:38]([OH:40])=[O:39])[CH2:23][CH2:22]2)[N:3]=1. The catalyst class is: 7.